From a dataset of Reaction yield outcomes from USPTO patents with 853,638 reactions. Predict the reaction yield, written as a fraction of the theoretical maximum amount of product (1.0 means a 100% yield; for example, 0.34 means a 34% yield). (1) The reactants are [C:1]1([C:11](=O)[CH2:12][C:13]2[CH:18]=[CH:17][CH:16]=[CH:15][CH:14]=2)[C:10]2[C:5](=[CH:6][CH:7]=[CH:8][CH:9]=2)[CH:4]=[CH:3][CH:2]=1.[CH2:20]([O:22][C:23]1[CH:24]=[C:25]([CH:28]=[C:29]([N+:32]([O-:34])=[O:33])[C:30]=1[OH:31])[CH:26]=O)[CH3:21].[NH2:35][C:36]([NH2:38])=[O:37].Cl. The catalyst is CCO. The product is [CH2:20]([O:22][C:23]1[CH:24]=[C:25]([CH:26]2[C:12]([C:13]3[CH:18]=[CH:17][CH:16]=[CH:15][CH:14]=3)=[C:11]([C:1]3[C:10]4[C:5](=[CH:6][CH:7]=[CH:8][CH:9]=4)[CH:4]=[CH:3][CH:2]=3)[NH:38][C:36](=[O:37])[NH:35]2)[CH:28]=[C:29]([N+:32]([O-:34])=[O:33])[C:30]=1[OH:31])[CH3:21]. The yield is 0.181. (2) The reactants are [OH:1][C:2]1([C:13]2[CH:18]=[CH:17][CH:16]=[CH:15][CH:14]=2)[CH2:5][N:4]([C:6]([O:8][C:9]([CH3:12])([CH3:11])[CH3:10])=[O:7])[CH2:3]1.[H-].[Na+].[Cl-].[NH4+]. The catalyst is CN(C=O)C. The product is [CH2:3]([O:1][C:2]1([C:13]2[CH:14]=[CH:15][CH:16]=[CH:17][CH:18]=2)[CH2:5][N:4]([C:6]([O:8][C:9]([CH3:12])([CH3:11])[CH3:10])=[O:7])[CH2:3]1)[CH2:2][CH2:13][CH3:14]. The yield is 0.410. (3) The reactants are [Cl:1][C:2]1[CH:10]=[C:9]([C:11]([NH:13][C@H:14]([C:16]2[NH:20][C:19]3[CH:21]=[CH:22][C:23]([Cl:25])=[CH:24][C:18]=3[N:17]=2)[CH3:15])=[O:12])[CH:8]=[CH:7][C:3]=1[C:4]([OH:6])=O.CN(C(ON1N=NC2C=CC=CC1=2)=[N+](C)C)C.[B-](F)(F)(F)F.C(N(C(C)C)CC)(C)C.[N:57]1([CH2:62][C@H:63]2[CH2:67][CH2:66][CH2:65][NH:64]2)[CH2:61][CH2:60][CH2:59][CH2:58]1.ClCl. The catalyst is O1CCCC1. The product is [Cl:1][C:2]1[CH:10]=[C:9]([CH:8]=[CH:7][C:3]=1[C:4]([N:64]1[CH2:65][CH2:66][CH2:67][C@@H:63]1[CH2:62][N:57]1[CH2:61][CH2:60][CH2:59][CH2:58]1)=[O:6])[C:11]([NH:13][C@H:14]([C:16]1[NH:20][C:19]2[CH:21]=[CH:22][C:23]([Cl:25])=[CH:24][C:18]=2[N:17]=1)[CH3:15])=[O:12]. The yield is 0.110. (4) The reactants are [N+:1]([C:4]1[CH:9]=[CH:8][C:7]([N:10]2[CH:14]=[CH:13][N:12]=[CH:11]2)=[CH:6][CH:5]=1)([O-])=O. The catalyst is CO.[Pd]. The product is [NH2:1][C:4]1[CH:5]=[CH:6][C:7]([N:10]2[CH:14]=[CH:13][N:12]=[CH:11]2)=[CH:8][CH:9]=1. The yield is 0.890. (5) The reactants are Br[C:2]1[C:18](=[O:19])[N:17]([CH:20]2[CH2:24][CH2:23][CH2:22][CH2:21]2)[C:5]2[N:6]=[C:7]([NH:11][CH2:12][C:13]([OH:16])([CH3:15])[CH3:14])[N:8]=[C:9]([CH3:10])[C:4]=2[CH:3]=1.[OH:25][C:26]1[CH:27]=[C:28](B(O)O)[CH:29]=[CH:30][CH:31]=1.C(=O)([O-])[O-].[K+].[K+]. The catalyst is CN(C=O)C.Cl[Pd](Cl)([P](C1C=CC=CC=1)(C1C=CC=CC=1)C1C=CC=CC=1)[P](C1C=CC=CC=1)(C1C=CC=CC=1)C1C=CC=CC=1. The product is [CH:20]1([N:17]2[C:5]3[N:6]=[C:7]([NH:11][CH2:12][C:13]([OH:16])([CH3:15])[CH3:14])[N:8]=[C:9]([CH3:10])[C:4]=3[CH:3]=[C:2]([C:30]3[CH:29]=[CH:28][CH:27]=[C:26]([OH:25])[CH:31]=3)[C:18]2=[O:19])[CH2:24][CH2:23][CH2:22][CH2:21]1. The yield is 0.220.